From a dataset of Forward reaction prediction with 1.9M reactions from USPTO patents (1976-2016). Predict the product of the given reaction. (1) Given the reactants CC[O:3][C:4]([C:6]1[N:7](C(OC(C)(C)C)=O)[C:8]2[C:13]([CH:14]=1)=[C:12]([O:15][CH2:16][C:17]1[C:21]3[CH:22]=[CH:23][C:24]([F:26])=[CH:25][C:20]=3[O:19][CH:18]=1)[CH:11]=[CH:10][CH:9]=2)=[O:5].[OH-].[K+], predict the reaction product. The product is: [F:26][C:24]1[CH:23]=[CH:22][C:21]2[C:17]([CH2:16][O:15][C:12]3[CH:11]=[CH:10][CH:9]=[C:8]4[C:13]=3[CH:14]=[C:6]([C:4]([OH:5])=[O:3])[NH:7]4)=[CH:18][O:19][C:20]=2[CH:25]=1. (2) Given the reactants [CH2:1]([NH2:11])/[CH:2]=[C:3](/[CH2:5][CH2:6][CH:7]=[C:8]([CH3:10])[CH3:9])\[CH3:4].[Cl-].[CH2:13]([O:15][C:16](=[O:20])[C:17](O)=[O:18])[CH3:14], predict the reaction product. The product is: [CH2:13]([O:15][C:16](=[O:20])[C:17]([NH:11][CH2:1]/[CH:2]=[C:3](\[CH3:4])/[CH2:5][CH2:6][CH:7]=[C:8]([CH3:10])[CH3:9])=[O:18])[CH3:14]. (3) Given the reactants [CH:1]1[C:10]2[C:5](=[CH:6][C:7](B(O)O)=[CH:8][CH:9]=2)[CH:4]=[CH:3][N:2]=1.[NH2:14][C:15]1[C:24]2[C:19](=[C:20](Br)[C:21]([CH3:25])=[CH:22][CH:23]=2)[N:18]=[N:17][C:16]=1[C:27]([NH2:29])=[O:28], predict the reaction product. The product is: [NH2:14][C:15]1[C:24]2[C:19](=[C:20]([C:7]3[CH:6]=[C:5]4[C:10](=[CH:9][CH:8]=3)[CH:1]=[N:2][CH:3]=[CH:4]4)[C:21]([CH3:25])=[CH:22][CH:23]=2)[N:18]=[N:17][C:16]=1[C:27]([NH2:29])=[O:28]. (4) The product is: [CH:1]1([C:4]2[N:8]=[C:7]([C:9]3[C:17]4[CH2:16][CH2:15][O:14][CH2:13][C:12]=4[S:11][C:10]=3[NH:18][C:19]([C:21]3[C:25]([C:26]([OH:28])=[O:27])=[C:24]([CH3:33])[NH:23][N:22]=3)=[O:20])[O:6][N:5]=2)[CH2:2][CH2:3]1. Given the reactants [CH:1]1([C:4]2[N:8]=[C:7]([C:9]3[C:17]4[CH2:16][CH2:15][O:14][CH2:13][C:12]=4[S:11][C:10]=3[NH:18][C:19]([C:21]3[C:25]([C:26]([O:28]C(C)(C)C)=[O:27])=[C:24]([CH3:33])[NH:23][N:22]=3)=[O:20])[O:6][N:5]=2)[CH2:3][CH2:2]1.C(O)=O.Cl, predict the reaction product. (5) Given the reactants [C:1]([C:4]1[O:5][C:6](=O)[C:7]2[C:12]([C:13]=1[C:14]1[CH:19]=[CH:18][CH:17]=[CH:16][CH:15]=1)=[CH:11][C:10]([Br:20])=[CH:9][CH:8]=2)(=[O:3])[CH3:2].[CH2:22]([O:24][C:25]([CH:27]1[CH2:32][CH2:31][N:30]([S:33]([C:36]2[CH:41]=[CH:40][C:39]([CH2:42][NH2:43])=[CH:38][CH:37]=2)(=[O:35])=[O:34])[CH2:29][CH2:28]1)=[O:26])[CH3:23].C(N(CC)CC)C, predict the reaction product. The product is: [CH2:22]([O:24][C:25]([CH:27]1[CH2:32][CH2:31][N:30]([S:33]([C:36]2[CH:41]=[CH:40][C:39]([CH2:42][N:43]3[C:4]([C:1](=[O:3])[CH3:2])=[C:13]([C:14]4[CH:15]=[CH:16][CH:17]=[CH:18][CH:19]=4)[C:12]4[C:7](=[CH:8][CH:9]=[C:10]([Br:20])[CH:11]=4)[C:6]3=[O:5])=[CH:38][CH:37]=2)(=[O:34])=[O:35])[CH2:29][CH2:28]1)=[O:26])[CH3:23].